From a dataset of Full USPTO retrosynthesis dataset with 1.9M reactions from patents (1976-2016). Predict the reactants needed to synthesize the given product. (1) Given the product [F:30][C:17]1[CH:18]=[C:19]([C:22]2[C:23]([C:28]#[N:29])=[CH:24][CH:25]=[CH:26][CH:27]=2)[CH:20]=[CH:21][C:16]=1[CH2:15][C:12]1[C:13](=[O:14])[N:8]([C@H:6]2[CH2:5][C@H:4]([OH:43])[CH2:7]2)[C:9]2[N:10]([N:34]=[C:35]([CH3:37])[N:36]=2)[C:11]=1[CH2:31][CH2:32][CH3:33], predict the reactants needed to synthesize it. The reactants are: C([C@H:4]1[CH2:7][C@H:6]([N:8]2[C:13](=[O:14])[C:12]([CH2:15][C:16]3[CH:21]=[CH:20][C:19]([C:22]4[C:23]([C:28]#[N:29])=[CH:24][CH:25]=[CH:26][CH:27]=4)=[CH:18][C:17]=3[F:30])=[C:11]([CH2:31][CH2:32][CH3:33])[N:10]3[N:34]=[C:35]([CH3:37])[N:36]=[C:9]23)[CH2:5]1)(=O)C.OO.FC(F)(F)C(OC(=O)C(F)(F)F)=[O:43].C(=O)([O-])O.[Na+].S([O-])([O-])(=O)=S.[Na+].[Na+]. (2) Given the product [CH:1]1([CH2:4][C:5]([NH:42][NH:41][C:43]2[C:48]([CH3:49])=[C:47]([N:50]3[CH2:55][CH2:54][CH:53]([C:56]4[CH:61]=[CH:60][CH:59]=[CH:58][CH:57]=4)[CH2:52][CH2:51]3)[N:46]=[CH:45][N:44]=2)=[O:7])[CH2:2][CH2:3]1, predict the reactants needed to synthesize it. The reactants are: [CH:1]1([CH2:4][C:5]([OH:7])=O)[CH2:3][CH2:2]1.CN(C(ON1N=NC2C=CC=NC1=2)=[N+](C)C)C.F[P-](F)(F)(F)(F)F.CCN(C(C)C)C(C)C.[NH:41]([C:43]1[C:48]([CH3:49])=[C:47]([N:50]2[CH2:55][CH2:54][CH:53]([C:56]3[CH:61]=[CH:60][CH:59]=[CH:58][CH:57]=3)[CH2:52][CH2:51]2)[N:46]=[CH:45][N:44]=1)[NH2:42].